This data is from Retrosynthesis with 50K atom-mapped reactions and 10 reaction types from USPTO. The task is: Predict the reactants needed to synthesize the given product. (1) The reactants are: CN(C)C(=O)Cc1c(F)cc(F)cc1F.O=C(OCc1ccccc1)N1CCC([C@H]2C[C@@H]2CCO)CC1. Given the product CN(C)C(=O)Cc1c(F)cc(F)cc1OCC[C@H]1C[C@@H]1C1CCN(C(=O)OCc2ccccc2)CC1, predict the reactants needed to synthesize it. (2) Given the product O=C(NCc1ccc(F)cc1)c1cccc(-c2nn(C3CCCCO3)c3ccc(-c4ncn(C(c5ccccc5)(c5ccccc5)c5ccccc5)n4)cc23)c1, predict the reactants needed to synthesize it. The reactants are: COC(=O)c1cccc(-c2nn(C3CCCCO3)c3ccc(-c4ncn(C(c5ccccc5)(c5ccccc5)c5ccccc5)n4)cc23)c1.NCc1ccc(F)cc1. (3) Given the product N#Cc1ccc(C2OCCn3cncc32)cc1, predict the reactants needed to synthesize it. The reactants are: CS(=O)(=O)OCCOC(c1ccc(C#N)cc1)c1cnc[nH]1.